From a dataset of Full USPTO retrosynthesis dataset with 1.9M reactions from patents (1976-2016). Predict the reactants needed to synthesize the given product. (1) Given the product [ClH:9].[ClH:9].[CH2:1]([NH:3][CH2:4][CH2:5][NH:6][CH2:7][CH3:8])[CH3:2], predict the reactants needed to synthesize it. The reactants are: [CH2:1]([NH:3][CH2:4][CH2:5][NH:6][CH2:7][CH3:8])[CH3:2].[ClH:9]. (2) Given the product [CH:1]1[C:9]2[C:8]3[CH:10]=[CH:11][CH:12]=[CH:13][C:7]=3[O:6][C:5]=2[CH:4]=[CH:3][C:2]=1[O:14][C:15]1[CH:20]=[CH:19][C:18]([NH2:21])=[CH:17][CH:16]=1, predict the reactants needed to synthesize it. The reactants are: [CH:1]1[C:9]2[C:8]3[CH:10]=[CH:11][CH:12]=[CH:13][C:7]=3[O:6][C:5]=2[CH:4]=[CH:3][C:2]=1[O:14][C:15]1[CH:20]=[CH:19][C:18]([N+:21]([O-])=O)=[CH:17][CH:16]=1. (3) Given the product [OH:24][CH:21]1[CH2:22][CH2:23][CH:12]([N:3]2[C:4](=[O:11])[C:5]3[C:10](=[CH:9][CH:8]=[CH:7][CH:6]=3)[C:2]2=[O:1])[CH2:19][CH2:20]1, predict the reactants needed to synthesize it. The reactants are: [O:1]=[C:2]1[C:10]2[C:5](=[CH:6][CH:7]=[CH:8][CH:9]=2)[C:4](=[O:11])[N:3]1[C:12](OCC)=O.NC1[CH2:23][CH2:22][CH:21]([OH:24])[CH2:20][CH2:19]1.C([O-])([O-])=O.[K+].[K+].CC(=O)OCC. (4) Given the product [CH3:33][O:34][C:35](=[O:39])[CH2:36][CH2:37][NH:38][C:21](=[O:22])[C:20]1[CH:19]=[CH:18][C:17]([CH:9]([S:8][C:5]2[CH:4]=[CH:3][C:2]([Br:1])=[CH:7][CH:6]=2)[CH2:10][CH:11]([CH3:16])[CH2:12][CH2:13][CH2:14][CH3:15])=[CH:25][CH:24]=1, predict the reactants needed to synthesize it. The reactants are: [Br:1][C:2]1[CH:7]=[CH:6][C:5]([S:8][CH:9]([C:17]2[CH:25]=[CH:24][C:20]([C:21](O)=[O:22])=[CH:19][CH:18]=2)[CH2:10][CH:11]([CH3:16])[CH2:12][CH2:13][CH2:14][CH3:15])=[CH:4][CH:3]=1.C(N(CC)CC)C.[CH3:33][O:34][C:35](=[O:39])[CH2:36][CH2:37][NH2:38].CCN=C=NCCCN(C)C. (5) Given the product [CH3:26][N:2]([CH3:1])[C:3]1[CH:12]=[CH:11][CH:10]=[C:9]2[C:4]=1[CH:5]=[C:6]1[CH2:25][C:17]([CH2:18][OH:19])([CH2:22][OH:21])[CH2:16][C:7]1=[C:8]2[C:13](=[O:15])[CH3:14], predict the reactants needed to synthesize it. The reactants are: [CH3:1][N:2]([CH3:26])[C:3]1[CH:12]=[CH:11][CH:10]=[C:9]2[C:4]=1[CH:5]=[C:6]1[CH2:25][C:17]3([CH2:22][O:21]C(C)(C)[O:19][CH2:18]3)[CH2:16][C:7]1=[C:8]2[C:13](=[O:15])[CH3:14].Cl. (6) Given the product [Cl:1][C:2]1[CH:3]=[C:4]2[C:9](=[CH:10][C:11]=1[C:12]([N:67]1[CH2:68][CH2:69][CH:64]([CH3:63])[CH2:65][CH2:66]1)=[O:14])[N:8]=[CH:7][N:6]=[C:5]2[NH:15][CH:16]([C:18]1[NH:22][C:21]2[CH:23]=[CH:24][C:25]([Cl:27])=[CH:26][C:20]=2[N:19]=1)[CH3:17], predict the reactants needed to synthesize it. The reactants are: [Cl:1][C:2]1[CH:3]=[C:4]2[C:9](=[CH:10][C:11]=1[C:12]([OH:14])=O)[N:8]=[CH:7][N:6]=[C:5]2[NH:15][CH:16]([C:18]1[NH:22][C:21]2[CH:23]=[CH:24][C:25]([Cl:27])=[CH:26][C:20]=2[N:19]=1)[CH3:17].FC1C(OC(N(C)C)=[N+](C)C)=C(F)C(F)=C(F)C=1F.F[P-](F)(F)(F)(F)F.C(N(C(C)C)CC)(C)C.[CH3:63][CH:64]1[CH2:69][CH2:68][NH:67][CH2:66][CH2:65]1. (7) Given the product [CH3:1][O:2][C:3](=[O:17])[C:4]1[CH:9]=[CH:8][C:7]([CH:10]=[O:11])=[CH:6][C:5]=1[O:12][CH2:13][CH2:14][CH2:15][CH3:16], predict the reactants needed to synthesize it. The reactants are: [CH3:1][O:2][C:3](=[O:17])[C:4]1[CH:9]=[CH:8][C:7]([CH2:10][OH:11])=[CH:6][C:5]=1[O:12][CH2:13][CH2:14][CH2:15][CH3:16].C(=O)(O)[O-].[Na+].CC(OI1(OC(C)=O)(OC(C)=O)OC(=O)C2C=CC=CC1=2)=O. (8) Given the product [NH2:8][CH2:9][CH2:10][CH2:11][C@H:12]([NH:16][C:17]([C:19]1[S:20][C:21]([CH:24]([C:25]2[S:26][CH:27]=[CH:28][CH:29]=2)[C:30]2[S:31][CH:32]=[CH:33][CH:34]=2)=[CH:22][CH:23]=1)=[O:18])[C:13]([OH:15])=[O:14].[C:35]([OH:41])([C:37]([F:40])([F:39])[F:38])=[O:36], predict the reactants needed to synthesize it. The reactants are: C(OC([NH:8][CH2:9][CH2:10][CH2:11][C@H:12]([NH:16][C:17]([C:19]1[S:20][C:21]([CH:24]([C:30]2[S:31][CH:32]=[CH:33][CH:34]=2)[C:25]2[S:26][CH:27]=[CH:28][CH:29]=2)=[CH:22][CH:23]=1)=[O:18])[C:13]([OH:15])=[O:14])=O)(C)(C)C.[C:35]([OH:41])([C:37]([F:40])([F:39])[F:38])=[O:36].C([SiH](CC)CC)C.